From a dataset of CYP1A2 inhibition data for predicting drug metabolism from PubChem BioAssay. Regression/Classification. Given a drug SMILES string, predict its absorption, distribution, metabolism, or excretion properties. Task type varies by dataset: regression for continuous measurements (e.g., permeability, clearance, half-life) or binary classification for categorical outcomes (e.g., BBB penetration, CYP inhibition). Dataset: cyp1a2_veith. (1) The compound is Nc1nc(N)c(CCCCc2ccccc2)c(N)n1. The result is 0 (non-inhibitor). (2) The molecule is O=C(NNC(=S)NCc1ccco1)c1ccc(Cl)s1. The result is 1 (inhibitor).